Dataset: Reaction yield outcomes from USPTO patents with 853,638 reactions. Task: Predict the reaction yield, written as a fraction of the theoretical maximum amount of product (1.0 means a 100% yield; for example, 0.34 means a 34% yield). (1) The reactants are C([NH:11][CH2:12][CH2:13][CH2:14][CH2:15][C:16]1[CH:21]=[CH:20][CH:19]=[CH:18][C:17]=1[O:22][CH2:23][CH:24]([O:30][C:31](=[O:33])[CH3:32])[CH2:25][O:26][C:27](=[O:29])[CH3:28])(OCC1C=CC=CC=1)=O.C(O)(=O)C. The catalyst is CO.[Pd]. The product is [C:31]([O:30][CH:24]([CH2:25][O:26][C:27](=[O:29])[CH3:28])[CH2:23][O:22][C:17]1[CH:18]=[CH:19][CH:20]=[CH:21][C:16]=1[CH2:15][CH2:14][CH2:13][CH2:12][NH2:11])(=[O:33])[CH3:32]. The yield is 0.860. (2) The reactants are [CH3:1][C:2]1[O:6][N:5]=[C:4]([C:7]2[CH:12]=[CH:11][CH:10]=[CH:9][CH:8]=2)[C:3]=1[CH2:13][O:14][C:15]1[CH:23]=[CH:22][C:18]([C:19]([OH:21])=O)=[CH:17][N:16]=1.[CH2:24]([N:26]1[CH2:31][CH2:30][CH:29]([NH2:32])[CH2:28][CH2:27]1)[CH3:25]. No catalyst specified. The product is [CH2:24]([N:26]1[CH2:31][CH2:30][CH:29]([NH:32][C:19](=[O:21])[C:18]2[CH:22]=[CH:23][C:15]([O:14][CH2:13][C:3]3[C:4]([C:7]4[CH:8]=[CH:9][CH:10]=[CH:11][CH:12]=4)=[N:5][O:6][C:2]=3[CH3:1])=[N:16][CH:17]=2)[CH2:28][CH2:27]1)[CH3:25]. The yield is 0.730.